Dataset: Forward reaction prediction with 1.9M reactions from USPTO patents (1976-2016). Task: Predict the product of the given reaction. (1) Given the reactants C1(O)CCC1.C(N(CC)CC)C.Cl[C:14]([O:16][C:17]1[CH:22]=[CH:21][C:20]([N+]([O-])=O)=CC=1)=[O:15].[CH3:26][S:27]([C:30]1[CH:31]=[C:32]2[C:36](=[CH:37][CH:38]=1)[N:35]([C:39]1[CH:44]=[C:43]([O:45][CH:46]3[CH2:51][CH2:50][NH:49][CH2:48][CH2:47]3)[N:42]=[CH:41][N:40]=1)[CH2:34][CH2:33]2)(=[O:29])=[O:28], predict the reaction product. The product is: [CH:17]1([O:16][C:14]([N:49]2[CH2:50][CH2:51][CH:46]([O:45][C:43]3[CH:44]=[C:39]([N:35]4[C:36]5[C:32](=[CH:31][C:30]([S:27]([CH3:26])(=[O:29])=[O:28])=[CH:38][CH:37]=5)[CH2:33][CH2:34]4)[N:40]=[CH:41][N:42]=3)[CH2:47][CH2:48]2)=[O:15])[CH2:22][CH2:21][CH2:20]1. (2) Given the reactants [C:1]([C:3]1[CH:8]=[CH:7][C:6]([CH2:9][CH2:10][N:11]2[CH2:15][CH2:14][C:13]([CH2:17][N:18]([CH3:32])[C:19]3[CH:31]=[CH:30][C:22]([C:23]([O:25]C(C)(C)C)=[O:24])=[CH:21][CH:20]=3)([OH:16])[CH2:12]2)=[CH:5][CH:4]=1)#[N:2].C(=O)([O-])[O-].[Na+].[Na+], predict the reaction product. The product is: [C:1]([C:3]1[CH:4]=[CH:5][C:6]([CH2:9][CH2:10][N:11]2[CH2:15][CH2:14][C:13]([CH2:17][N:18]([CH3:32])[C:19]3[CH:20]=[CH:21][C:22]([C:23]([OH:25])=[O:24])=[CH:30][CH:31]=3)([OH:16])[CH2:12]2)=[CH:7][CH:8]=1)#[N:2]. (3) Given the reactants [O:1]1[CH2:6][CH2:5][CH:4]([O:7][CH2:8][CH2:9][O:10][CH:11]2[CH2:16][CH2:15][N:14]([C:17]3[N:21]4[CH:22]=[CH:23][C:24]([C:26]5[CH:36]=[CH:35][C:29]([C:30](OCC)=[O:31])=[CH:28][CH:27]=5)=[CH:25][C:20]4=[N:19][CH:18]=3)[CH2:13][CH2:12]2)[CH2:3][CH2:2]1.[NH:37]1[CH2:42][CH2:41][O:40][CH2:39][CH2:38]1.C[Al](C)C.CCCCCC.O.O.O.O.O.O.O.O.O.O.S([O-])([O-])(=O)=O.[Mg+2], predict the reaction product. The product is: [N:37]1([C:30]([C:29]2[CH:28]=[CH:27][C:26]([C:24]3[CH:23]=[CH:22][N:21]4[C:17]([N:14]5[CH2:13][CH2:12][CH:11]([O:10][CH2:9][CH2:8][O:7][CH:4]6[CH2:3][CH2:2][O:1][CH2:6][CH2:5]6)[CH2:16][CH2:15]5)=[CH:18][N:19]=[C:20]4[CH:25]=3)=[CH:36][CH:35]=2)=[O:31])[CH2:42][CH2:41][O:40][CH2:39][CH2:38]1. (4) Given the reactants [O:1]=[S:2]1(=[O:25])[CH2:7][CH2:6][N:5]([CH2:8][C:9]2[CH:14]=[CH:13][C:12]([C:15]3[N:20]4[N:21]=[C:22]([NH2:24])[N:23]=[C:19]4[CH:18]=[CH:17][CH:16]=3)=[CH:11][CH:10]=2)[CH2:4][CH2:3]1.Br[C:27]1[CH:28]=[C:29]([N:33]2[CH2:38][CH2:37][N:36]([CH3:39])[CH2:35][CH2:34]2)[CH:30]=[CH:31][CH:32]=1.C1(P(C2CCCCC2)C2C=CC=CC=2C2C=CC=CC=2P(C2CCCCC2)C2CCCCC2)CCCCC1, predict the reaction product. The product is: [O:25]=[S:2]1(=[O:1])[CH2:3][CH2:4][N:5]([CH2:8][C:9]2[CH:14]=[CH:13][C:12]([C:15]3[N:20]4[N:21]=[C:22]([NH:24][C:27]5[CH:32]=[CH:31][CH:30]=[C:29]([N:33]6[CH2:38][CH2:37][N:36]([CH3:39])[CH2:35][CH2:34]6)[CH:28]=5)[N:23]=[C:19]4[CH:18]=[CH:17][CH:16]=3)=[CH:11][CH:10]=2)[CH2:6][CH2:7]1.